The task is: Predict the reactants needed to synthesize the given product.. This data is from Full USPTO retrosynthesis dataset with 1.9M reactions from patents (1976-2016). (1) Given the product [O:11]1[CH2:12][CH2:13][CH2:14][CH2:15][CH:10]1[O:9][CH2:8][CH2:7][N:5]1[CH:6]=[C:2]([B:23]2[O:27][C:26]([CH3:29])([CH3:28])[C:25]([CH3:31])([CH3:30])[O:24]2)[CH:3]=[N:4]1, predict the reactants needed to synthesize it. The reactants are: I[C:2]1[CH:3]=[N:4][N:5]([CH2:7][CH2:8][O:9][CH:10]2[CH2:15][CH2:14][CH2:13][CH2:12][O:11]2)[CH:6]=1.C([Mg]Cl)(C)C.CO[B:23]1[O:27][C:26]([CH3:29])([CH3:28])[C:25]([CH3:31])([CH3:30])[O:24]1. (2) The reactants are: [Na].[OH:2][CH:3]([CH3:20])[CH2:4][CH:5]([S:13]([C:16]([F:19])([F:18])[F:17])(=[O:15])=[O:14])[S:6]([C:9]([F:12])([F:11])[F:10])(=[O:8])=[O:7].[C:21]12([C:31](Cl)=[O:32])[CH2:30][CH:25]3[CH2:26][CH:27]([CH2:29][CH:23]([CH2:24]3)[CH2:22]1)[CH2:28]2.C(N(CC)CC)C.[Cl-].[C:42]1([S+:48]([C:55]2[CH:60]=[CH:59][CH:58]=[CH:57][CH:56]=2)[C:49]2[CH:54]=[CH:53][CH:52]=[CH:51][CH:50]=2)[CH:47]=[CH:46][CH:45]=[CH:44][CH:43]=1. Given the product [C:55]1([S+:48]([C:42]2[CH:43]=[CH:44][CH:45]=[CH:46][CH:47]=2)[C:49]2[CH:54]=[CH:53][CH:52]=[CH:51][CH:50]=2)[CH:56]=[CH:57][CH:58]=[CH:59][CH:60]=1.[C:21]12([C:31]([O:2][CH:3]([CH3:20])[CH2:4][CH:5]([S:6]([C:9]([F:10])([F:11])[F:12])(=[O:7])=[O:8])[S:13]([C:16]([F:18])([F:19])[F:17])(=[O:15])=[O:14])=[O:32])[CH2:28][CH:27]3[CH2:26][CH:25]([CH2:24][CH:23]([CH2:29]3)[CH2:22]1)[CH2:30]2, predict the reactants needed to synthesize it.